From a dataset of Peptide-MHC class I binding affinity with 185,985 pairs from IEDB/IMGT. Regression. Given a peptide amino acid sequence and an MHC pseudo amino acid sequence, predict their binding affinity value. This is MHC class I binding data. The peptide sequence is SQMLLIVLK. The MHC is HLA-A68:01 with pseudo-sequence HLA-A68:01. The binding affinity (normalized) is 0.470.